The task is: Predict the reactants needed to synthesize the given product.. This data is from Retrosynthesis with 50K atom-mapped reactions and 10 reaction types from USPTO. (1) Given the product O=C(Nc1ccc(-n2ccc3cc(NC4CC4)c(F)cc3c2=O)cc1)NS(=O)(=O)c1ccc(Cl)s1, predict the reactants needed to synthesize it. The reactants are: CCOC(=O)NS(=O)(=O)c1ccc(Cl)s1.Nc1ccc(-n2ccc3cc(NC4CC4)c(F)cc3c2=O)cc1. (2) The reactants are: CC(C)(C)OC(=O)N1CCC(=O)CC1.Cn1c2c(c3ccc(-n4ccc(OCc5ccccc5)cc4=O)cc31)CNCC2. Given the product Cn1c2c(c3ccc(-n4ccc(OCc5ccccc5)cc4=O)cc31)CN(C1CCN(C(=O)OC(C)(C)C)CC1)CC2, predict the reactants needed to synthesize it. (3) Given the product CC(=O)c1cnc2ccc(-c3cc(F)c(O)c(Cl)c3)cc2c1Nc1ccc(N2CCN(C)CC2)nc1, predict the reactants needed to synthesize it. The reactants are: CC(=O)c1cnc2ccc(Br)cc2c1Nc1ccc(N2CCN(C)CC2)nc1.CC1(C)OB(c2cc(F)c(O)c(Cl)c2)OC1(C)C. (4) The reactants are: C[S+](C)(C)=O.O=C1CN(C(c2ccccc2)c2ccccc2)C1. Given the product c1ccc(C(c2ccccc2)N2CC3(CO3)C2)cc1, predict the reactants needed to synthesize it. (5) Given the product CCCCCCc1cccc(-c2nc(-c3ccncc3)c(C(=O)N3CCC(N4CCCC4)CC3)n2C)c1, predict the reactants needed to synthesize it. The reactants are: CCCCCCc1cccc(-c2nc(I)c(C(=O)N3CCC(N4CCCC4)CC3)n2C)c1.OB(O)c1ccncc1. (6) Given the product O=C1OCCN1CCN1CCN(C2Cc3cc(C(F)(F)F)ccc3Sc3ccccc32)CC1, predict the reactants needed to synthesize it. The reactants are: FC(F)(F)c1ccc2c(c1)CC(Cl)c1ccccc1S2.O=C1OCCN1CCN1CCNCC1. (7) Given the product COc1nn(C)c(=O)n1-c1ccsc1CO, predict the reactants needed to synthesize it. The reactants are: COC(=O)c1sccc1-n1c(OC)nn(C)c1=O. (8) Given the product COCOc1c(Br)cc(C(C)(C)C)cc1C(C)(C)C, predict the reactants needed to synthesize it. The reactants are: CC(C)(C)c1cc(Br)c(O)c(C(C)(C)C)c1.COCCl.